This data is from Experimentally validated miRNA-target interactions with 360,000+ pairs, plus equal number of negative samples. The task is: Binary Classification. Given a miRNA mature sequence and a target amino acid sequence, predict their likelihood of interaction. The miRNA is hsa-miR-6794-3p with sequence CUCACUCUCAGUCCCUCCCU. The protein sequence of the target gene is MAGAGGQHHPPGAAGGAAAGAGAAVTSAAASAGPGEDSSDSEAEQEGPQKLIRKVSTSGQIRTKTSIKEGQLLKQTSSFQRWKKRYFKLRGRTLYYAKDSKSLIFDEVDLSDASVAEASTKNANNSFTIITPFRRLMLCAENRKEMEDWISSLKSVQTREPYEVAQFNVEHFSGMHNWYACSHARPTFCNVCRESLSGVTSHGLSCEVCKFKAHKRCAVRATNNCKWTTLASIGKDIIEDEDGVAMPHQWLEGNLPVSAKCAVCDKTCGSVLRLQDWKCLWCKTMVHTACKDLYHPICPL.... Result: 1 (interaction).